This data is from Catalyst prediction with 721,799 reactions and 888 catalyst types from USPTO. The task is: Predict which catalyst facilitates the given reaction. (1) Reactant: Br[CH2:2]/[CH:3]=[CH:4]/[C:5]([OH:7])=[O:6].[N:8]1([CH2:14][CH2:15][NH:16][C:17](=[O:23])[O:18][C:19]([CH3:22])([CH3:21])[CH3:20])[CH2:13][CH2:12][NH:11][CH2:10][CH2:9]1.CCN(CC)CC. Product: [C:19]([O:18][C:17]([NH:16][CH2:15][CH2:14][N:8]1[CH2:9][CH2:10][N:11]([CH2:2]/[CH:3]=[CH:4]/[C:5]([OH:7])=[O:6])[CH2:12][CH2:13]1)=[O:23])([CH3:22])([CH3:20])[CH3:21]. The catalyst class is: 1. (2) Reactant: [CH2:1]([C:11]1[S:15][C:14]([C:16]2[S:17][CH:18]=[CH:19][CH:20]=2)=[CH:13][CH:12]=1)[CH2:2][CH2:3][CH2:4][CH2:5][CH2:6][CH2:7][CH2:8][CH2:9][CH3:10].C([Li])CCC.CN([CH:29]=[O:30])C.[Cl-].[NH4+]. Product: [CH2:1]([C:11]1[S:15][C:14]([C:16]2[S:17][C:18]([CH:29]=[O:30])=[CH:19][CH:20]=2)=[CH:13][CH:12]=1)[CH2:2][CH2:3][CH2:4][CH2:5][CH2:6][CH2:7][CH2:8][CH2:9][CH3:10]. The catalyst class is: 323. (3) Reactant: [C:1]1([NH:7]N)[CH:6]=[CH:5][CH:4]=[CH:3][CH:2]=1.[N:9]1[CH:14]=[CH:13][CH:12]=[C:11]([C:15](=O)[CH2:16][CH2:17][CH3:18])[CH:10]=1.Cl. Product: [CH2:17]([C:16]1[C:6]2[C:1](=[CH:2][CH:3]=[CH:4][CH:5]=2)[NH:7][C:15]=1[C:11]1[CH:10]=[N:9][CH:14]=[CH:13][CH:12]=1)[CH3:18]. The catalyst class is: 14. (4) Reactant: Br[C:2]1[CH:7]=[CH:6][C:5]([C:8]2[C:21]3[C:22]4=[C:23]5[C:18](=[CH:19][CH:20]=3)[CH:17]=[CH:16][C:15]([C:24]3[CH:29]=[CH:28][CH:27]=[CH:26][CH:25]=3)=[C:14]5[CH:13]=[CH:12][C:11]4=[CH:10][CH:9]=2)=[CH:4][CH:3]=1.[B:30]1([B:30]2[O:34][C:33]([CH3:36])([CH3:35])[C:32]([CH3:38])([CH3:37])[O:31]2)[O:34][C:33]([CH3:36])([CH3:35])[C:32]([CH3:38])([CH3:37])[O:31]1.C([O-])(=O)C.[K+]. Product: [CH3:37][C:32]1([CH3:38])[C:33]([CH3:36])([CH3:35])[O:34][B:30]([C:2]2[CH:7]=[CH:6][C:5]([C:8]3[C:21]4[C:22]5=[C:23]6[C:18](=[CH:19][CH:20]=4)[CH:17]=[CH:16][C:15]([C:24]4[CH:29]=[CH:28][CH:27]=[CH:26][CH:25]=4)=[C:14]6[CH:13]=[CH:12][C:11]5=[CH:10][CH:9]=3)=[CH:4][CH:3]=2)[O:31]1. The catalyst class is: 203. (5) Reactant: C[Si]([N-][Si](C)(C)C)(C)C.[Li+].[F:11][C:12]1[CH:17]=[CH:16][C:15]([N:18]2[CH2:23][CH2:22][N:21]([S:24]([CH3:27])(=[O:26])=[O:25])[CH2:20][CH2:19]2)=[CH:14][CH:13]=1.C(OP(Cl)(O[CH2:34][CH3:35])=O)C.[C:37](C(N)C=O)([O:39][C:40]([CH3:43])([CH3:42])[CH3:41])=[O:38].[Cl-].[NH4+:49]. Product: [F:11][C:12]1[CH:13]=[CH:14][C:15]([N:18]2[CH2:23][CH2:22][N:21]([S:24]([CH:27]=[CH:35][CH2:34][NH:49][C:37]([O:39][C:40]([CH3:41])([CH3:42])[CH3:43])=[O:38])(=[O:25])=[O:26])[CH2:20][CH2:19]2)=[CH:16][CH:17]=1. The catalyst class is: 1. (6) Reactant: [CH3:1][C:2]1[C:7]([N:8]2[CH2:12][CH2:11][CH2:10][CH2:9]2)=[C:6]([CH3:13])[CH:5]=[C:4]([CH3:14])[C:3]=1[NH2:15].[CH3:16][O:17][C:18]1[CH:23]=[CH:22][CH:21]=[CH:20][C:19]=1[N:24]=[C:25]=[O:26]. Product: [CH3:16][O:17][C:18]1[CH:23]=[CH:22][CH:21]=[CH:20][C:19]=1[NH:24][C:25]([NH:15][C:3]1[C:4]([CH3:14])=[CH:5][C:6]([CH3:13])=[C:7]([N:8]2[CH2:12][CH2:11][CH2:10][CH2:9]2)[C:2]=1[CH3:1])=[O:26]. The catalyst class is: 260.